From a dataset of Forward reaction prediction with 1.9M reactions from USPTO patents (1976-2016). Predict the product of the given reaction. (1) Given the reactants [CH2:1]([NH:3][CH3:4])[CH3:2].[C:5]([C:7]1[C:15]2[C:10](=[CH:11][CH:12]=[C:13]([CH2:16][CH2:17][NH:18][C:19](=[O:33])[C:20]3[CH:25]=[CH:24][C:23]([C:26]4[CH:31]=[CH:30][N:29]=[C:28](Cl)[N:27]=4)=[CH:22][CH:21]=3)[CH:14]=2)[NH:9][CH:8]=1)#[N:6], predict the reaction product. The product is: [C:5]([C:7]1[C:15]2[C:10](=[CH:11][CH:12]=[C:13]([CH2:16][CH2:17][NH:18][C:19](=[O:33])[C:20]3[CH:25]=[CH:24][C:23]([C:26]4[CH:31]=[CH:30][N:29]=[C:28]([N:3]([CH2:1][CH3:2])[CH3:4])[N:27]=4)=[CH:22][CH:21]=3)[CH:14]=2)[NH:9][CH:8]=1)#[N:6]. (2) Given the reactants Br[C:2]1[CH:7]=[CH:6][C:5]([C:8]2[CH:13]=[CH:12][CH:11]=[CH:10][CH:9]=2)=[CH:4][CH:3]=1.[Na+].[I-:15].C(N)CCN.C(O)CCCC, predict the reaction product. The product is: [I:15][C:2]1[CH:7]=[CH:6][C:5]([C:8]2[CH:13]=[CH:12][CH:11]=[CH:10][CH:9]=2)=[CH:4][CH:3]=1. (3) Given the reactants [CH2:1]([C@:3]12[C:16]3[C:11](=[CH:12][C:13]([O:17]C)=[CH:14][CH:15]=3)[CH2:10][CH2:9][C:8]1=[CH:7][C:6](=[O:19])[CH2:5][CH2:4]2)[CH3:2].NC(C(O)=O)CCSC, predict the reaction product. The product is: [CH2:1]([C@:3]12[C:16]3[C:11](=[CH:12][C:13]([OH:17])=[CH:14][CH:15]=3)[CH2:10][CH2:9][C:8]1=[CH:7][C:6](=[O:19])[CH2:5][CH2:4]2)[CH3:2]. (4) Given the reactants [C:1]([O:5][C:6](=[O:35])[NH:7][C@H:8]1[CH2:12][CH2:11][N:10]([C@H:13]2[CH2:18][CH2:17][C@@H:16]([N:19]=[N+]=[N-])[CH2:15][C@H:14]2[CH2:22][S:23]([C:26]2[CH:31]=[CH:30][C:29]([S:32][CH3:33])=[CH:28][CH:27]=2)(=[O:25])=[O:24])[C:9]1=[O:34])([CH3:4])([CH3:3])[CH3:2].[H][H], predict the reaction product. The product is: [C:1]([O:5][C:6](=[O:35])[NH:7][C@H:8]1[CH2:12][CH2:11][N:10]([C@H:13]2[CH2:18][CH2:17][C@@H:16]([NH2:19])[CH2:15][C@H:14]2[CH2:22][S:23]([C:26]2[CH:31]=[CH:30][C:29]([S:32][CH3:33])=[CH:28][CH:27]=2)(=[O:25])=[O:24])[C:9]1=[O:34])([CH3:4])([CH3:2])[CH3:3]. (5) Given the reactants [F:1][C:2]1[CH:19]=[CH:18][CH:17]=[CH:16][C:3]=1[CH2:4][C:5]1[N:9]2[CH:10]=[CH:11][CH:12]=[CH:13][C:8]2=[C:7]([C:14]#[N:15])[N:6]=1.C([Sn](=O)CCCC)CCC.C[Si]([N:34]=[N+:35]=[N-:36])(C)C.C(O)C, predict the reaction product. The product is: [F:1][C:2]1[CH:19]=[CH:18][CH:17]=[CH:16][C:3]=1[CH2:4][C:5]1[N:9]2[CH:10]=[CH:11][CH:12]=[CH:13][C:8]2=[C:7]([C:14]2[NH:36][N:35]=[N:34][N:15]=2)[N:6]=1. (6) Given the reactants [Br:1][C:2]1[CH:7]=[CH:6][C:5]([O:8][CH3:9])=[CH:4][C:3]=1[N+:10]([O-])=O.C(O)C.C(O)(=O)C.C(=O)([O-])[O-].[K+].[K+], predict the reaction product. The product is: [Br:1][C:2]1[CH:7]=[CH:6][C:5]([O:8][CH3:9])=[CH:4][C:3]=1[NH2:10]. (7) Given the reactants Br[C:2]1[CH:7]=[CH:6][C:5]([C:8]2[N:9]=[C:10]3[CH:15]=[C:14]([S:16]([CH3:19])(=[O:18])=[O:17])[CH:13]=[CH:12][N:11]3[CH:20]=2)=[CH:4][CH:3]=1.[F:21][C:22]1[CH:27]=[CH:26][CH:25]=[CH:24][C:23]=1B(O)O, predict the reaction product. The product is: [F:21][C:22]1[CH:27]=[CH:26][CH:25]=[CH:24][C:23]=1[C:2]1[CH:7]=[CH:6][C:5]([C:8]2[N:9]=[C:10]3[CH:15]=[C:14]([S:16]([CH3:19])(=[O:18])=[O:17])[CH:13]=[CH:12][N:11]3[CH:20]=2)=[CH:4][CH:3]=1. (8) Given the reactants [OH-].[Li+].[CH:3]1([C:9]2[C:10]3[CH:11]=[CH:12][C:13]([C:32]([O:34][CH3:35])=[O:33])=[CH:14][C:15]=3[N:16]3[CH2:22][C:21]([C:24]([O:26]C)=[O:25])([CH3:23])[CH2:20][C:19]4[CH:28]=[CH:29][CH:30]=[CH:31][C:18]=4[C:17]=23)[CH2:8][CH2:7][CH2:6][CH2:5][CH2:4]1.Cl, predict the reaction product. The product is: [CH:3]1([C:9]2[C:10]3[CH:11]=[CH:12][C:13]([C:32]([O:34][CH3:35])=[O:33])=[CH:14][C:15]=3[N:16]3[CH2:22][C:21]([C:24]([OH:26])=[O:25])([CH3:23])[CH2:20][C:19]4[CH:28]=[CH:29][CH:30]=[CH:31][C:18]=4[C:17]=23)[CH2:8][CH2:7][CH2:6][CH2:5][CH2:4]1. (9) Given the reactants [CH3:1][O:2][C:3](=[O:21])[CH:4]([S:12]([C:15]1[CH:20]=[CH:19][CH:18]=[CH:17][CH:16]=1)(=[O:14])=[O:13])[CH:5]1[CH2:10][CH2:9][CH2:8][C:7](=[O:11])[CH2:6]1.[H-].[Na+].C1C=CC(S(N(S(C2C=CC=CC=2)(=O)=O)[F:34])(=O)=O)=CC=1.O, predict the reaction product. The product is: [CH3:1][O:2][C:3](=[O:21])[C:4]([S:12]([C:15]1[CH:16]=[CH:17][CH:18]=[CH:19][CH:20]=1)(=[O:13])=[O:14])([F:34])[CH:5]1[CH2:10][CH2:9][CH2:8][C:7](=[O:11])[CH2:6]1.